Dataset: Catalyst prediction with 721,799 reactions and 888 catalyst types from USPTO. Task: Predict which catalyst facilitates the given reaction. (1) Reactant: C(=[N:14][C:15]1[CH:31]=[CH:30][C:18]2[N:19]=[C:20]([C:22]3[CH:27]=[CH:26][C:25]([O:28][CH3:29])=[CH:24][CH:23]=3)[S:21][C:17]=2[CH:16]=1)(C1C=CC=CC=1)C1C=CC=CC=1.Cl.C([O-])(O)=O.[Na+]. Product: [CH3:29][O:28][C:25]1[CH:24]=[CH:23][C:22]([C:20]2[S:21][C:17]3[CH:16]=[C:15]([NH2:14])[CH:31]=[CH:30][C:18]=3[N:19]=2)=[CH:27][CH:26]=1. The catalyst class is: 1. (2) Reactant: [OH:1][C@H:2]([CH3:17])[CH2:3][N:4]1[CH2:9][CH2:8][C:7](=[O:10])[CH:6]([C:11](OCC)=O)[C:5]1=[O:16].[C:18](=[O:21])(O)[O-:19].[Na+].BrC[C:25](=O)[C:26](O)=[O:27].[CH3:30]O. Product: [C:26]([O:1][C@H:2]([CH3:17])[CH2:3][N:4]1[CH2:9][CH2:8][C:7]2[O:10][CH:30]=[C:11]([C:18]([OH:19])=[O:21])[C:6]=2[C:5]1=[O:16])(=[O:27])[CH3:25]. The catalyst class is: 6. (3) Reactant: [CH2:1]([C:6]1[CH:11]=[CH:10][C:9]([NH:12][C:13](=[O:15])[CH3:14])=[CH:8][CH:7]=1)[C:2]([CH3:5])([CH3:4])[CH3:3].[N+:16]([O-])([OH:18])=[O:17].O. Product: [CH2:1]([C:6]1[CH:7]=[CH:8][C:9]([NH:12][C:13](=[O:15])[CH3:14])=[C:10]([N+:16]([O-:18])=[O:17])[CH:11]=1)[C:2]([CH3:5])([CH3:4])[CH3:3]. The catalyst class is: 152. (4) Reactant: O[C@@H:2]([C:22]1[C:23]([CH3:32])=[C:24]2[C:28](=[CH:29][CH:30]=1)[C:27](=[O:31])[O:26][CH2:25]2)[CH2:3][N:4]1[CH2:9][CH2:8][N:7]([C:10]([O:12][CH2:13][C:14]2[CH:19]=[CH:18][CH:17]=[CH:16][CH:15]=2)=[O:11])[CH2:6][C@H:5]1[CH2:20]O.S(Cl)(Cl)=O.[CH2:37]([NH2:40])[CH:38]=[CH2:39].[I-].[Na+]. Product: [CH2:37]([N:40]1[CH:2]([C:22]2[C:23]([CH3:32])=[C:24]3[C:28](=[CH:29][CH:30]=2)[C:27](=[O:31])[O:26][CH2:25]3)[CH2:3][N:4]2[CH2:9][CH2:8][N:7]([C:10]([O:12][CH2:13][C:14]3[CH:15]=[CH:16][CH:17]=[CH:18][CH:19]=3)=[O:11])[CH2:6][C@H:5]2[CH2:20]1)[CH:38]=[CH2:39]. The catalyst class is: 13. (5) Reactant: Cl[C:2]1[CH:11]=[CH:10][C:5]([C:6]([O:8][CH3:9])=[O:7])=[CH:4][N:3]=1.C([Sn](CCCC)(CCCC)[C:17]([O:19]CC)=[CH2:18])CCC. Product: [C:17]([C:2]1[CH:11]=[CH:10][C:5]([C:6]([O:8][CH3:9])=[O:7])=[CH:4][N:3]=1)(=[O:19])[CH3:18]. The catalyst class is: 11. (6) Reactant: N1C=CC=CC=1.[N:7]1([C:13]2[CH:21]=[CH:20][CH:19]=[C:18]3[C:14]=2[CH2:15][CH2:16][NH:17]3)[CH2:12][CH2:11][O:10][CH2:9][CH2:8]1.Cl.CN(C)CCCN=C=NCC.[N:34]1([C:40]2[N:41]=[C:42]([CH2:47][C:48]([O-])=[O:49])[NH:43][C:44](=[O:46])[CH:45]=2)[CH2:39][CH2:38][O:37][CH2:36][CH2:35]1.[Na+]. Product: [N:34]1([C:40]2[N:41]=[C:42]([CH2:47][C:48]([N:17]3[C:18]4[C:14](=[C:13]([N:7]5[CH2:8][CH2:9][O:10][CH2:11][CH2:12]5)[CH:21]=[CH:20][CH:19]=4)[CH2:15][CH2:16]3)=[O:49])[NH:43][C:44](=[O:46])[CH:45]=2)[CH2:39][CH2:38][O:37][CH2:36][CH2:35]1. The catalyst class is: 288. (7) Reactant: C([O:8][N:9]1[C:15](=[O:16])[N:14]2[CH2:17][C@H:10]1[CH2:11][CH2:12][C@H:13]2[C:18]([NH:20][N:21]1[CH2:26][CH2:25][CH2:24][CH2:23][C:22]1=[O:27])=[O:19])C1C=CC=CC=1. Product: [OH:8][N:9]1[C:15](=[O:16])[N:14]2[CH2:17][C@H:10]1[CH2:11][CH2:12][C@H:13]2[C:18]([NH:20][N:21]1[CH2:26][CH2:25][CH2:24][CH2:23][C:22]1=[O:27])=[O:19]. The catalyst class is: 19.